This data is from Cav3 T-type calcium channel HTS with 100,875 compounds. The task is: Binary Classification. Given a drug SMILES string, predict its activity (active/inactive) in a high-throughput screening assay against a specified biological target. (1) The molecule is S(=O)(=O)(N(CC(=O)N(CC)CC)c1cc(OC)ccc1)c1ccc(cc1)C. The result is 0 (inactive). (2) The molecule is Brc1cc2[nH]c(SCC(C)=C)nc2nc1C. The result is 0 (inactive).